From a dataset of Reaction yield outcomes from USPTO patents with 853,638 reactions. Predict the reaction yield, written as a fraction of the theoretical maximum amount of product (1.0 means a 100% yield; for example, 0.34 means a 34% yield). (1) The reactants are [CH3:1][C:2]([CH3:7])=[CH:3][C:4](O)=[O:5].O=S(Cl)Cl.[NH2:12][C:13]1[CH:18]=[CH:17][CH:16]=[CH:15][CH:14]=1.CCN(CC)CC. No catalyst specified. The product is [C:13]1([NH:12][C:4](=[O:5])[CH:3]=[C:2]([CH3:7])[CH3:1])[CH:18]=[CH:17][CH:16]=[CH:15][CH:14]=1. The yield is 0.800. (2) The reactants are [Cl:1][C:2]1[CH:7]=[CH:6][C:5]([NH:8][C:9](=[O:14])[C:10]([CH3:13])([CH3:12])[CH3:11])=[CH:4][C:3]=1[C:15]([F:18])([F:17])[F:16].[CH2:19]([Li])CCC.IC. The catalyst is C1COCC1.O.CCOCC. The product is [Cl:1][C:2]1[CH:7]=[CH:6][C:5]([NH:8][C:9](=[O:14])[C:10]([CH3:11])([CH3:12])[CH3:13])=[C:4]([CH3:19])[C:3]=1[C:15]([F:16])([F:17])[F:18]. The yield is 0.670. (3) The reactants are [C:1]([O:5][C:6](=[O:20])[NH:7][C:8]1[CH:13]=[CH:12][C:11]([CH2:14][CH2:15][CH3:16])=[C:10]([N+:17]([O-:19])=[O:18])[CH:9]=1)([CH3:4])([CH3:3])[CH3:2].[CH3:21]I. The catalyst is CN(C=O)C. The product is [C:1]([O:5][C:6](=[O:20])[N:7]([CH3:21])[C:8]1[CH:13]=[CH:12][C:11]([CH2:14][CH2:15][CH3:16])=[C:10]([N+:17]([O-:19])=[O:18])[CH:9]=1)([CH3:2])([CH3:3])[CH3:4]. The yield is 0.520. (4) The reactants are [Cl:1][C:2]1[CH:3]=[C:4]([CH:7]=[CH:8][C:9]=1[O:10][CH2:11][CH2:12][CH2:13][N:14]1[CH2:20][CH2:19][CH2:18][N:17]([CH3:21])[CH2:16][CH2:15]1)[CH:5]=O.[Cl:22][C:23]1[CH:24]=[C:25]([NH2:31])[C:26]([NH2:30])=[CH:27][C:28]=1[CH3:29]. No catalyst specified. The product is [Cl:22][C:23]1[C:28]([CH3:29])=[CH:27][C:26]2[NH:30][C:5]([C:4]3[CH:7]=[CH:8][C:9]([O:10][CH2:11][CH2:12][CH2:13][N:14]4[CH2:20][CH2:19][CH2:18][N:17]([CH3:21])[CH2:16][CH2:15]4)=[C:2]([Cl:1])[CH:3]=3)=[N:31][C:25]=2[CH:24]=1. The yield is 0.0800. (5) The reactants are C([S:4][CH:5]1[CH2:10][CH2:9][N:8]([C:11]2[S:12][CH:13]=[C:14]([C:16](=[O:18])[NH2:17])[N:15]=2)[CH2:7][CH2:6]1)(=O)C.C(O)(=O)C.NN.C1(P(O[C:40]2[C@H:41]([CH3:64])[C@H:42]3[C@@H:59]([C@H:60]([OH:62])[CH3:61])[C:58](=[O:63])[N:43]3[C:44]=2[C:45]([O:47][CH2:48][C:49]2[CH:54]=[CH:53][C:52]([N+:55]([O-:57])=[O:56])=[CH:51][CH:50]=2)=[O:46])(C2C=CC=CC=2)=O)C=CC=CC=1.C(N(C(C)C)CC)(C)C.C(=O)([O-])O.[Na+]. The catalyst is CN(C)C=O.C(#N)C.C(OCC)(=O)C. The product is [C:16]([C:14]1[N:15]=[C:11]([N:8]2[CH2:7][CH2:6][CH:5]([S:4][C:40]3[C@H:41]([CH3:64])[C@@H:42]4[C@@H:59]([C@H:60]([OH:62])[CH3:61])[C:58](=[O:63])[N:43]4[C:44]=3[C:45]([O:47][CH2:48][C:49]3[CH:50]=[CH:51][C:52]([N+:55]([O-:57])=[O:56])=[CH:53][CH:54]=3)=[O:46])[CH2:10][CH2:9]2)[S:12][CH:13]=1)(=[O:18])[NH2:17]. The yield is 0.420.